This data is from Forward reaction prediction with 1.9M reactions from USPTO patents (1976-2016). The task is: Predict the product of the given reaction. (1) Given the reactants [C:1]12([CH2:11][NH:12][C:13]([C:15]3[C:16]([CH3:28])=[N:17][N:18]([C:20]4[N:25]=[C:24](Br)[C:23]([CH3:27])=[CH:22][N:21]=4)[CH:19]=3)=[O:14])[CH2:10][CH:5]3[CH2:6][CH:7]([CH2:9][CH:3]([CH2:4]3)[CH2:2]1)[CH2:8]2.CCOC(C)=O.[CH3:35][N:36](C=O)C, predict the reaction product. The product is: [C:1]12([CH2:11][NH:12][C:13]([C:15]3[C:16]([CH3:28])=[N:17][N:18]([C:20]4[N:25]=[C:24]([C:35]#[N:36])[C:23]([CH3:27])=[CH:22][N:21]=4)[CH:19]=3)=[O:14])[CH2:10][CH:5]3[CH2:6][CH:7]([CH2:9][CH:3]([CH2:4]3)[CH2:2]1)[CH2:8]2. (2) Given the reactants [NH2:1][C:2]1[CH:7]=[C:6]([C:8]([CH3:11])([CH3:10])[CH3:9])[CH:5]=[CH:4][C:3]=1[NH:12][C:13](=O)[CH2:14][CH:15]1[CH2:18][CH:17]([N:19]([CH2:21][C@@H:22]2[C@@H:29]3[C@@H:25]([O:26][C:27]([CH3:31])([CH3:30])[O:28]3)[C@H:24]([N:32]3[C:36]4[N:37]=[CH:38][N:39]=[C:40]([NH:41][CH2:42][C:43]5[CH:48]=[CH:47][C:46]([O:49][CH3:50])=[CH:45][C:44]=5[O:51][CH3:52])[C:35]=4[CH:34]=[CH:33]3)[O:23]2)[CH3:20])[CH2:16]1, predict the reaction product. The product is: [C:8]([C:6]1[CH:5]=[CH:4][C:3]2[NH:12][C:13]([CH2:14][CH:15]3[CH2:16][CH:17]([N:19]([CH2:21][C@@H:22]4[C@H:29]5[O:28][C:27]([CH3:31])([CH3:30])[O:26][C@H:25]5[C@H:24]([N:32]5[C:36]6[N:37]=[CH:38][N:39]=[C:40]([NH:41][CH2:42][C:43]7[CH:48]=[CH:47][C:46]([O:49][CH3:50])=[CH:45][C:44]=7[O:51][CH3:52])[C:35]=6[CH:34]=[CH:33]5)[O:23]4)[CH3:20])[CH2:18]3)=[N:1][C:2]=2[CH:7]=1)([CH3:9])([CH3:11])[CH3:10]. (3) Given the reactants [Cl:1][C:2]1[CH:12]=[CH:11][C:5]2[S:6][C:7]([CH:9]=O)=[CH:8][C:4]=2[CH:3]=1.C(O)(=O)[CH2:14][C:15]([OH:17])=[O:16].N1C=CC=CC=1.N1CCCCC1, predict the reaction product. The product is: [Cl:1][C:2]1[CH:12]=[CH:11][C:5]2[S:6][C:7](/[CH:9]=[CH:14]/[C:15]([OH:17])=[O:16])=[CH:8][C:4]=2[CH:3]=1. (4) Given the reactants [CH:1]1[C:6]2[CH2:7][C@H:8]3[N:13]([CH2:14][CH:15]4[CH2:18][CH2:17][CH2:16]4)[CH2:12][CH2:11][C@:10]45[C@H:19]([C@@H:21]([OH:24])[CH2:22][CH2:23][C@@:9]34[OH:25])[O:20][C:4]([C:5]=25)=[C:3]([OH:26])[CH:2]=1.[ClH:27].C=CCN1[C@@H]2CC3C=CC(O)=C4O[C@H]5C(CC[C@]2(O)[C@]5(C=34)CC1)=O.Cl, predict the reaction product. The product is: [CH:1]1[C:6]2[CH2:7][C@H:8]3[N:13]([CH2:14][CH:15]4[CH2:18][CH2:17][CH2:16]4)[CH2:12][CH2:11][C@:10]45[C@H:19]([C@@H:21]([OH:24])[CH2:22][CH2:23][C@@:9]34[OH:25])[O:20][C:4]([C:5]=25)=[C:3]([OH:26])[CH:2]=1.[ClH:27].[CH:1]1[C:6]2[CH2:7][C@H:8]3[N:13]([CH2:14][CH:15]4[CH2:18][CH2:17][CH2:16]4)[CH2:12][CH2:11][C@:10]45[C@H:19]([C@@H:21]([OH:24])[CH2:22][CH2:23][C@@:9]34[OH:25])[O:20][C:4]([C:5]=25)=[C:3]([OH:26])[CH:2]=1.